From a dataset of Forward reaction prediction with 1.9M reactions from USPTO patents (1976-2016). Predict the product of the given reaction. (1) Given the reactants C(OC([C:6]1[N:7]([CH2:19][CH:20]([NH:22][C:23]([O:25]C(C)(C)C)=O)[CH3:21])[N:8]=[C:9]([CH2:11][O:12][C:13]2[CH:18]=[CH:17][CH:16]=[CH:15][CH:14]=2)[CH:10]=1)=O)C.O(CC1C=C2C(=O)NCCN2N=1)C1C=CC=CC=1, predict the reaction product. The product is: [CH3:21][CH:20]1[CH2:19][N:7]2[N:8]=[C:9]([CH2:11][O:12][C:13]3[CH:18]=[CH:17][CH:16]=[CH:15][CH:14]=3)[CH:10]=[C:6]2[C:23](=[O:25])[NH:22]1. (2) Given the reactants [S:1]1[CH:5]=[CH:4][C:3]2[C:6]([N:10]3[CH2:15][CH2:14][N:13]([CH2:16][CH2:17][CH2:18][CH2:19][O:20][C:21]4[CH:30]=[C:29]5[C:24]([CH2:25][CH2:26][C:27](=[O:40])[N:28]5[CH2:31][O:32][C:33]([CH:35]5[CH2:39][CH2:38][CH2:37][CH2:36]5)=[O:34])=[CH:23][CH:22]=4)[CH2:12][CH2:11]3)=[CH:7][CH:8]=[CH:9][C:2]1=2.ClC1C(=O)C(C#N)=C(C#N)C(=O)C=1Cl.O.C(=O)([O-])[O-].[Na+].[Na+], predict the reaction product. The product is: [S:1]1[CH:5]=[CH:4][C:3]2[C:6]([N:10]3[CH2:11][CH2:12][N:13]([CH2:16][CH2:17][CH2:18][CH2:19][O:20][C:21]4[CH:30]=[C:29]5[C:24]([CH:25]=[CH:26][C:27](=[O:40])[N:28]5[CH2:31][O:32][C:33]([CH:35]5[CH2:36][CH2:37][CH2:38][CH2:39]5)=[O:34])=[CH:23][CH:22]=4)[CH2:14][CH2:15]3)=[CH:7][CH:8]=[CH:9][C:2]1=2. (3) The product is: [CH3:22][S:23]([O:1][CH2:2][CH:3]1[CH2:7][CH2:6][CH2:5][N:4]1[C:8]([O:10][C:11]([CH3:14])([CH3:13])[CH3:12])=[O:9])(=[O:25])=[O:24]. Given the reactants [OH:1][CH2:2][CH:3]1[CH2:7][CH2:6][CH2:5][N:4]1[C:8]([O:10][C:11]([CH3:14])([CH3:13])[CH3:12])=[O:9].CCN(CC)CC.[CH3:22][S:23](Cl)(=[O:25])=[O:24], predict the reaction product. (4) Given the reactants Br[C:2]1[N:3]([CH3:26])[N:4]=[C:5]2[C:10]=1[CH2:9][CH2:8][CH:7]1[CH:11]([CH3:19])[C:12]3([CH2:17][CH2:18][C:6]21[C:20]1[CH:25]=[CH:24][CH:23]=[CH:22][CH:21]=1)[O:16][CH2:15][CH2:14][O:13]3.[O-]P([O-])([O-])=O.[K+].[K+].[K+].[C:35]1(B(O)O)[CH:40]=[CH:39][CH:38]=[CH:37][CH:36]=1.N#N, predict the reaction product. The product is: [CH3:26][N:3]1[C:2]([C:35]2[CH:40]=[CH:39][CH:38]=[CH:37][CH:36]=2)=[C:10]2[C:5]([C:6]3([C:20]4[CH:25]=[CH:24][CH:23]=[CH:22][CH:21]=4)[CH2:18][CH2:17][C:12]4([O:13][CH2:14][CH2:15][O:16]4)[CH:11]([CH3:19])[CH:7]3[CH2:8][CH2:9]2)=[N:4]1. (5) Given the reactants [NH2:1][C:2]1[N:29]=[CH:28][C:27]([Br:30])=[CH:26][C:3]=1[C:4]([C:6]1[N:11]=[C:10]([N:12]2[CH2:18][CH2:17][CH2:16][N:15](C(OC(C)(C)C)=O)[CH2:14][CH2:13]2)[CH:9]=[CH:8][CH:7]=1)=[O:5].Cl, predict the reaction product. The product is: [N:12]1([C:10]2[N:11]=[C:6]([C:4]([C:3]3[C:2]([NH2:1])=[N:29][CH:28]=[C:27]([Br:30])[CH:26]=3)=[O:5])[CH:7]=[CH:8][CH:9]=2)[CH2:18][CH2:17][CH2:16][NH:15][CH2:14][CH2:13]1. (6) Given the reactants Cl[C:2]1[N:7]2[N:8]=[C:9]([CH3:11])[CH:10]=[C:6]2[N:5]=[C:4]([NH:12][C:13](=[O:24])[C:14]2[CH:19]=[CH:18][C:17]([C:20]([OH:23])([CH3:22])[CH3:21])=[CH:16][CH:15]=2)[CH:3]=1.Cl.[F:26][CH:27]1[CH2:31][CH2:30][NH:29][CH2:28]1.C(N(CC)C(C)C)(C)C, predict the reaction product. The product is: [F:26][CH:27]1[CH2:31][CH2:30][N:29]([C:2]2[N:7]3[N:8]=[C:9]([CH3:11])[CH:10]=[C:6]3[N:5]=[C:4]([NH:12][C:13](=[O:24])[C:14]3[CH:19]=[CH:18][C:17]([C:20]([OH:23])([CH3:22])[CH3:21])=[CH:16][CH:15]=3)[CH:3]=2)[CH2:28]1. (7) Given the reactants [CH2:1]([N:5]1[CH2:10][CH2:9][CH:8]([N:11]2[CH2:16][CH2:15][CH:14]([NH:17]C(=O)OC(C)(C)C)[CH2:13][CH2:12]2)[CH2:7][CH2:6]1)[CH:2]([CH3:4])[CH3:3].[ClH:25], predict the reaction product. The product is: [ClH:25].[CH2:1]([N:5]1[CH2:6][CH2:7][CH:8]([N:11]2[CH2:12][CH2:13][CH:14]([NH2:17])[CH2:15][CH2:16]2)[CH2:9][CH2:10]1)[CH:2]([CH3:4])[CH3:3].